From a dataset of Reaction yield outcomes from USPTO patents with 853,638 reactions. Predict the reaction yield, written as a fraction of the theoretical maximum amount of product (1.0 means a 100% yield; for example, 0.34 means a 34% yield). (1) The reactants are CO[CH:3](OC)[N:4]([CH3:6])[CH3:5].[NH2:9][C:10]1[CH:11]=[CH:12][C:13]2[N:33]([CH:34]=1)[C:16]1[N:17]([C:26]3[CH:27]=[N:28][C:29]([Cl:32])=[CH:30][CH:31]=3)[C:18](=[O:25])[C:19]3[C:24]([C:15]=1[N:14]=2)=[CH:23][CH:22]=[CH:21][CH:20]=3. The catalyst is CN(C=O)C. The product is [Cl:32][C:29]1[N:28]=[CH:27][C:26]([N:17]2[C:16]3[N:33]4[CH:34]=[C:10]([N:9]=[CH:3][N:4]([CH3:6])[CH3:5])[CH:11]=[CH:12][C:13]4=[N:14][C:15]=3[C:24]3[C:19](=[CH:20][CH:21]=[CH:22][CH:23]=3)[C:18]2=[O:25])=[CH:31][CH:30]=1. The yield is 0.620. (2) The reactants are O1CCCC1.C(OC([N:13]([CH2:46][C:47]([O:49]C(C)(C)C)=[O:48])[C:14]1[CH:19]=[CH:18][CH:17]=[C:16]([CH:20]([CH2:31][C:32]2[CH:37]=[CH:36][C:35]([C:38]3([CH2:41][O:42][CH2:43][CH2:44][CH3:45])[CH2:40][CH2:39]3)=[CH:34][CH:33]=2)[NH:21][S:22]([C:25]2[CH:30]=[CH:29][CH:28]=[CH:27][N:26]=2)(=[O:24])=[O:23])[N:15]=1)=O)(C)(C)C.Cl. The catalyst is O. The yield is 0.880. The product is [CH2:43]([O:42][CH2:41][C:38]1([C:35]2[CH:34]=[CH:33][C:32]([CH2:31][CH:20]([NH:21][S:22]([C:25]3[CH:30]=[CH:29][CH:28]=[CH:27][N:26]=3)(=[O:23])=[O:24])[C:16]3[N:15]=[C:14]([NH:13][CH2:46][C:47]([OH:49])=[O:48])[CH:19]=[CH:18][CH:17]=3)=[CH:37][CH:36]=2)[CH2:40][CH2:39]1)[CH2:44][CH3:45]. (3) The reactants are [CH:1]1([NH2:4])[CH2:3][CH2:2]1.[Cl:5][C:6]1[CH:18]=[CH:17][C:9]([CH2:10][NH:11][C:12]([CH:14]2[CH2:16][CH2:15]2)=[O:13])=[CH:8][C:7]=1[CH:19]=O.[BH4-].[Na+].[OH-].[Na+]. The catalyst is CO. The product is [Cl:5][C:6]1[CH:18]=[CH:17][C:9]([CH2:10][NH:11][C:12]([CH:14]2[CH2:16][CH2:15]2)=[O:13])=[CH:8][C:7]=1[CH2:19][NH:4][CH:1]1[CH2:3][CH2:2]1. The yield is 0.920. (4) The reactants are [CH:1]1[CH:6]=[CH:5][C:4]([CH2:7][O:8][C:9]([C@@H:11]([NH:17][C:18]([O:20][CH2:21][C:22]2[CH:27]=[CH:26][CH:25]=[CH:24][CH:23]=2)=[O:19])[CH2:12][CH2:13][C:14]([OH:16])=O)=[O:10])=[CH:3][CH:2]=1.C([O-])(=O)[CH2:29][C:30]([O-:32])=[O:31].[CH2:35]([Mg+2])[CH3:36]. The catalyst is C1COCC1. The product is [CH2:35]([O:32][C:30](=[O:31])[CH2:29][C:14](=[O:16])[CH2:13][CH2:12][C@H:11]([NH:17][C:18]([O:20][CH2:21][C:22]1[CH:27]=[CH:26][CH:25]=[CH:24][CH:23]=1)=[O:19])[C:9]([O:8][CH2:7][C:4]1[CH:3]=[CH:2][CH:1]=[CH:6][CH:5]=1)=[O:10])[CH3:36]. The yield is 0.400. (5) The reactants are [CH3:1][N:2]1[C:6]([CH:7]2[O:13][CH2:12][CH:11]([OH:14])[CH:10]([OH:15])[CH2:9][CH2:8]2)=[C:5]([N+:16]([O-])=O)[CH:4]=[N:3]1.CCN(C(C)C)C(C)C.C1CN([P+](ON2N=NC3C=CC=CC2=3)(N2CCCC2)N2CCCC2)CC1.F[P-](F)(F)(F)(F)F.C(OC([NH:68][C:69]1[S:73][C:72]([C:74]2[C:79]([F:80])=[CH:78][CH:77]=[CH:76][C:75]=2[F:81])=[N:71][C:70]=1[C:82](O)=[O:83])=O)(C)(C)C. The yield is 0.0900. The catalyst is CO.C(Cl)Cl.Cl.O1CCOCC1.[Pd]. The product is [NH2:68][C:69]1[S:73][C:72]([C:74]2[C:79]([F:80])=[CH:78][CH:77]=[CH:76][C:75]=2[F:81])=[N:71][C:70]=1[C:82]([NH:16][C:5]1[CH:4]=[N:3][N:2]([CH3:1])[C:6]=1[CH:7]1[CH2:8][CH2:9][C@@H:10]([OH:15])[C@@H:11]([OH:14])[CH2:12][O:13]1)=[O:83]. (6) The reactants are [F:1][C:2]1[CH:10]=[CH:9][CH:8]=[C:7]([I:11])[C:3]=1[C:4]([OH:6])=[O:5].O[Li].O.S(OC)(O[CH3:19])(=O)=O.[NH4+].[Cl-]. The catalyst is C1COCC1. The product is [CH3:19][O:5][C:4](=[O:6])[C:3]1[C:7]([I:11])=[CH:8][CH:9]=[CH:10][C:2]=1[F:1]. The yield is 0.990. (7) The reactants are Br[C:2]1[N:11]=[C:10]([C:12]2[NH:16][C:15]([CH2:17][C:18]3[CH:23]=[CH:22][C:21]([F:24])=[CH:20][CH:19]=3)=[N:14][N:13]=2)[C:9]([OH:25])=[C:8]2[C:3]=1[CH:4]=[CH:5][CH:6]=[N:7]2.[NH:26]1[CH2:31][CH2:30][O:29][CH2:28][CH2:27]1. No catalyst specified. The product is [F:24][C:21]1[CH:22]=[CH:23][C:18]([CH2:17][C:15]2[NH:16][C:12]([C:10]3[C:9]([OH:25])=[C:8]4[C:3]([CH:4]=[CH:5][CH:6]=[N:7]4)=[C:2]([N:26]4[CH2:31][CH2:30][O:29][CH2:28][CH2:27]4)[N:11]=3)=[N:13][N:14]=2)=[CH:19][CH:20]=1. The yield is 0.550. (8) The reactants are [Br:1][C:2]1[CH:7]=[CH:6][C:5]([S:8](Cl)(=[O:10])=[O:9])=[CH:4][C:3]=1[F:12].[NH:13]1[CH2:17][CH2:16][CH2:15][CH2:14]1. The catalyst is ClCCl. The product is [Br:1][C:2]1[CH:7]=[CH:6][C:5]([S:8]([N:13]2[CH2:17][CH2:16][CH2:15][CH2:14]2)(=[O:10])=[O:9])=[CH:4][C:3]=1[F:12]. The yield is 0.960.